Dataset: Peptide-MHC class I binding affinity with 185,985 pairs from IEDB/IMGT. Task: Regression. Given a peptide amino acid sequence and an MHC pseudo amino acid sequence, predict their binding affinity value. This is MHC class I binding data. The peptide sequence is NITTLLNETA. The MHC is HLA-A02:01 with pseudo-sequence HLA-A02:01. The binding affinity (normalized) is 0.201.